This data is from Reaction yield outcomes from USPTO patents with 853,638 reactions. The task is: Predict the reaction yield, written as a fraction of the theoretical maximum amount of product (1.0 means a 100% yield; for example, 0.34 means a 34% yield). (1) The reactants are [Br:1][C:2]1[N:3]=[CH:4][C:5]([NH:8][C:9](=[O:11])[CH3:10])=[N:6][CH:7]=1.[H-].[Na+].[CH3:14]I. The catalyst is CN(C)C=O.C(OCC)(=O)C. The product is [Br:1][C:2]1[N:3]=[CH:4][C:5]([N:8]([CH3:14])[C:9](=[O:11])[CH3:10])=[N:6][CH:7]=1. The yield is 0.260. (2) The reactants are CC([O-])(C)C.[K+].[C:7]([CH2:9][C:10]([NH2:12])=[O:11])#[N:8].[CH3:13][C:14](=O)/[CH:15]=[CH:16]/[CH2:17][CH2:18][CH3:19]. The product is [CH3:13][C:14]1[NH:12][C:10](=[O:11])[C:9]([C:7]#[N:8])=[C:16]([CH2:17][CH2:18][CH3:19])[CH:15]=1. The yield is 0.320. The catalyst is CS(C)=O.